From a dataset of Peptide-MHC class II binding affinity with 134,281 pairs from IEDB. Regression. Given a peptide amino acid sequence and an MHC pseudo amino acid sequence, predict their binding affinity value. This is MHC class II binding data. (1) The peptide sequence is YDSNIMNSINNVMDE. The MHC is HLA-DQA10501-DQB10301 with pseudo-sequence HLA-DQA10501-DQB10301. The binding affinity (normalized) is 0.317. (2) The peptide sequence is IGKLFTQTMKGVERL. The MHC is DRB1_1101 with pseudo-sequence DRB1_1101. The binding affinity (normalized) is 0.763. (3) The MHC is DRB1_0404 with pseudo-sequence DRB1_0404. The peptide sequence is EGKVVQYENLKYTVI. The binding affinity (normalized) is 0.195. (4) The peptide sequence is SRGVQGFIFFFLFNIKK. The MHC is DRB4_0103 with pseudo-sequence DRB4_0103. The binding affinity (normalized) is 0.